Predict the product of the given reaction. From a dataset of Forward reaction prediction with 1.9M reactions from USPTO patents (1976-2016). (1) Given the reactants Br[C:2]1[C:7]([NH2:8])=[CH:6][C:5]([C:9]2[CH:14]=[CH:13][C:12]([Cl:15])=[CH:11][CH:10]=2)=[CH:4][N:3]=1.[CH3:16][Si:17]([C:20]#[CH:21])([CH3:19])[CH3:18], predict the reaction product. The product is: [Cl:15][C:12]1[CH:13]=[CH:14][C:9]([C:5]2[CH:6]=[C:7]([NH:8][C:21]#[C:20][Si:17]([CH3:19])([CH3:18])[CH3:16])[CH:2]=[N:3][CH:4]=2)=[CH:10][CH:11]=1. (2) Given the reactants [C:1]1([C@H:7]([NH:10][C:11]([C:13]2[CH:14]=[C:15]([C:22]([OH:24])=O)[N:16]3[CH2:21][CH2:20][O:19][CH2:18][C:17]=23)=[O:12])[CH2:8][CH3:9])[CH:6]=[CH:5][CH:4]=[CH:3][CH:2]=1.ON1C2C=CC=CC=2N=N1.Cl.C(N=C=NCCCN(C)C)C.Cl.[CH2:48]([O:50][C:51](=[O:56])[C@@H:52]([NH:54][CH3:55])[CH3:53])[CH3:49].CN[C@@H](C)C(O)=O.Cl.C(N(CC)CC)C, predict the reaction product. The product is: [CH2:48]([O:50][C:51](=[O:56])[C@@H:52]([N:54]([CH3:55])[C:22]([C:15]1[N:16]2[C:17]([CH2:18][O:19][CH2:20][CH2:21]2)=[C:13]([C:11](=[O:12])[NH:10][C@@H:7]([C:1]2[CH:6]=[CH:5][CH:4]=[CH:3][CH:2]=2)[CH2:8][CH3:9])[CH:14]=1)=[O:24])[CH3:53])[CH3:49]. (3) Given the reactants [CH3:1][C:2]1[C:7]([CH3:8])=[CH:6][CH:5]=[CH:4][C:3]=1[C:9]1[CH:10]=[C:11]([NH:15][C:16](=[O:23])[C:17]2[CH:22]=[CH:21][CH:20]=[CH:19][CH:18]=2)[CH:12]=[N:13][CH:14]=1, predict the reaction product. The product is: [CH3:1][C:2]1[C:7]([CH3:8])=[CH:6][CH:5]=[CH:4][C:3]=1[CH:9]1[CH2:14][NH:13][CH2:12][CH:11]([NH:15][C:16]([C:17]2[CH:22]=[CH:21][CH:20]=[CH:19][CH:18]=2)=[O:23])[CH2:10]1. (4) Given the reactants [H-].[Na+].[NH:3]1[CH:7]=[CH:6][CH:5]=[CH:4]1.[C:8]([C:12]1[N:16]([CH2:17][CH:18]2[CH2:23][CH2:22][O:21][CH2:20][CH2:19]2)[C:15]2[CH:24]=[CH:25][C:26]([S:28](Cl)(=[O:30])=[O:29])=[CH:27][C:14]=2[N:13]=1)([CH3:11])([CH3:10])[CH3:9], predict the reaction product. The product is: [C:8]([C:12]1[N:16]([CH2:17][CH:18]2[CH2:19][CH2:20][O:21][CH2:22][CH2:23]2)[C:15]2[CH:24]=[CH:25][C:26]([S:28]([N:3]3[CH:7]=[CH:6][CH:5]=[CH:4]3)(=[O:29])=[O:30])=[CH:27][C:14]=2[N:13]=1)([CH3:11])([CH3:9])[CH3:10]. (5) Given the reactants [F:1][C:2]1[CH:7]=[CH:6][C:5]([C:8]2[O:9][C:10]3[CH:20]=[C:19]([N:21]([CH3:26])[S:22]([CH3:25])(=[O:24])=[O:23])[C:18]([C:27]4[N:32]=[C:31]([C:33]([NH:35][C@@H:36]([C:38]5[CH:43]=[CH:42][C:41]([F:44])=[CH:40][CH:39]=5)[CH3:37])=[O:34])[C:30]([OH:45])=[CH:29][CH:28]=4)=[CH:17][C:11]=3[C:12]=2[C:13](=[O:16])[NH:14][CH3:15])=[CH:4][CH:3]=1.O1COCO[CH2:47]1.OS(O)(=O)=O.S([O-])([O-])(=O)=O.[Na+].[Na+].[OH-].[Na+], predict the reaction product. The product is: [F:1][C:2]1[CH:7]=[CH:6][C:5]([C:8]2[O:9][C:10]3[CH:20]=[C:19]([N:21]([CH3:26])[S:22]([CH3:25])(=[O:24])=[O:23])[C:18]([C:27]4[CH:28]=[CH:29][C:30]5[O:45][CH2:47][N:35]([C@@H:36]([C:38]6[CH:43]=[CH:42][C:41]([F:44])=[CH:40][CH:39]=6)[CH3:37])[C:33](=[O:34])[C:31]=5[N:32]=4)=[CH:17][C:11]=3[C:12]=2[C:13]([NH:14][CH3:15])=[O:16])=[CH:4][CH:3]=1.